Dataset: Full USPTO retrosynthesis dataset with 1.9M reactions from patents (1976-2016). Task: Predict the reactants needed to synthesize the given product. Given the product [CH2:13]([O:12][C:9](=[O:11])[CH2:10][O:8][C:5]1[CH:6]=[N:7][C:2]([Cl:1])=[CH:3][CH:4]=1)[CH3:14], predict the reactants needed to synthesize it. The reactants are: [Cl:1][C:2]1[N:7]=[CH:6][C:5]([OH:8])=[CH:4][CH:3]=1.[C:9]([O:12][CH2:13][CH2:14]Br)(=[O:11])[CH3:10].C([O-])([O-])=O.[Cs+].[Cs+].